From a dataset of Full USPTO retrosynthesis dataset with 1.9M reactions from patents (1976-2016). Predict the reactants needed to synthesize the given product. (1) Given the product [OH:44][CH2:43][CH2:42][NH:1][C@:2]12[CH2:37][CH2:36][C@@H:35]([C:38]([CH3:40])=[CH2:39])[C@@H:3]1[C@@H:4]1[C@@:17]([CH3:20])([CH2:18][CH2:19]2)[C@@:16]2([CH3:21])[C@@H:7]([C@:8]3([CH3:34])[C@@H:13]([CH2:14][CH2:15]2)[C:12]([CH3:22])([CH3:23])[C:11]([C:24]2[CH:25]=[CH:26][C:27]([C:28]([O:30][CH3:31])=[O:29])=[CH:32][CH:33]=2)=[CH:10][CH2:9]3)[CH2:6][CH2:5]1, predict the reactants needed to synthesize it. The reactants are: [NH2:1][C@:2]12[CH2:37][CH2:36][C@@H:35]([C:38]([CH3:40])=[CH2:39])[C@@H:3]1[C@@H:4]1[C@@:17]([CH3:20])([CH2:18][CH2:19]2)[C@@:16]2([CH3:21])[C@@H:7]([C@:8]3([CH3:34])[C@@H:13]([CH2:14][CH2:15]2)[C:12]([CH3:23])([CH3:22])[C:11]([C:24]2[CH:33]=[CH:32][C:27]([C:28]([O:30][CH3:31])=[O:29])=[CH:26][CH:25]=2)=[CH:10][CH2:9]3)[CH2:6][CH2:5]1.Br[CH2:42][CH2:43][OH:44].P([O-])([O-])([O-])=O.[K+].[K+].[K+].[I-].[K+]. (2) Given the product [OH:1][C:2]1[CH:3]=[CH:4][CH:5]=[C:6]2[C:11]=1[N:10]=[C:9]([CH:12]=[O:14])[CH:8]=[CH:7]2, predict the reactants needed to synthesize it. The reactants are: [OH:1][C:2]1[CH:3]=[CH:4][CH:5]=[C:6]2[C:11]=1[N:10]=[C:9]([CH3:12])[CH:8]=[CH:7]2.[Se](=O)=[O:14].O1CCOCC1. (3) Given the product [Cl:1][C:2]1[CH:3]=[C:4]([C@@H:8]([OH:22])[CH2:9][N:10]([CH2:11][CH2:12][CH2:13][C:14]2[CH:19]=[CH:18][C:17]([OH:20])=[CH:16][CH:15]=2)[C:26](=[O:27])[O:28][C:29]([CH3:32])([CH3:31])[CH3:30])[CH:5]=[CH:6][CH:7]=1, predict the reactants needed to synthesize it. The reactants are: [Cl:1][C:2]1[CH:3]=[C:4]([C@@H:8]([OH:22])[CH2:9][NH:10][C:11](=O)[CH2:12][CH2:13][C:14]2[CH:19]=[CH:18][C:17]([OH:20])=[CH:16][CH:15]=2)[CH:5]=[CH:6][CH:7]=1.Cl.[OH-].[Na+].[C:26](O[C:26]([O:28][C:29]([CH3:32])([CH3:31])[CH3:30])=[O:27])([O:28][C:29]([CH3:32])([CH3:31])[CH3:30])=[O:27]. (4) Given the product [NH2:1][C:2]1[O:23][C:22]([C:13]2[C:12]([NH:11][C:8]3[CH:9]=[CH:10][C:5]([Br:4])=[CH:6][C:7]=3[F:26])=[C:17]([F:18])[N:16]3[N:19]=[CH:20][CH:21]=[C:15]3[N:14]=2)=[N:24][N:25]=1, predict the reactants needed to synthesize it. The reactants are: [N:1]#[C:2]Br.[Br:4][C:5]1[CH:10]=[CH:9][C:8]([NH:11][C:12]2[C:13]([C:22]([NH:24][NH2:25])=[O:23])=[N:14][C:15]3[N:16]([N:19]=[CH:20][CH:21]=3)[C:17]=2[F:18])=[C:7]([F:26])[CH:6]=1.C([O-])(O)=O.[Na+]. (5) Given the product [CH2:3]([N:10]1[C:18]2[CH:17]=[CH:16][C:15]3[N:14]([C:21]([CH3:60])=[N:20][N:19]=3)[C:13]=2[CH:12]=[C:11]1[C:35]1[N:36]=[CH:37][N:38]([CH2:40][CH3:47])[CH:39]=1)[C:4]1[CH:9]=[CH:8][CH:7]=[CH:6][CH:5]=1, predict the reactants needed to synthesize it. The reactants are: [H-].[Na+].[CH2:3]([N:10]1[C:18]2[C:13](=[N:14][C:15]([N:19](C(OC(C)(C)C)=O)[NH:20][C:21](OC(C)(C)C)=O)=[CH:16][CH:17]=2)[CH:12]=[C:11]1[C:35]1[N:36]=[CH:37][N:38]([C:40](C2C=CC=CC=2)([C:47]2C=CC=CC=2)C2C=CC=CC=2)[CH:39]=1)[C:4]1[CH:9]=[CH:8][CH:7]=[CH:6][CH:5]=1.I[CH2:60]C. (6) Given the product [OH:12][C:8]1[CH:9]=[C:10]2[C:5](=[CH:6][C:7]=1[OH:13])[C:4](=[O:14])[NH:3][C:2]([N:20]1[CH2:21][CH2:22][CH:17]([N:16]([CH3:23])[CH3:15])[CH2:18][CH2:19]1)=[CH:11]2, predict the reactants needed to synthesize it. The reactants are: Cl[C:2]1[NH:3][C:4](=[O:14])[C:5]2[C:10]([CH:11]=1)=[CH:9][C:8]([OH:12])=[C:7]([OH:13])[CH:6]=2.[CH3:15][N:16]([CH3:23])[CH:17]1[CH2:22][CH2:21][NH:20][CH2:19][CH2:18]1.